From a dataset of Catalyst prediction with 721,799 reactions and 888 catalyst types from USPTO. Predict which catalyst facilitates the given reaction. (1) Reactant: [C:9](O[C:9]([O:11][C:12]([CH3:15])([CH3:14])[CH3:13])=[O:10])([O:11][C:12]([CH3:15])([CH3:14])[CH3:13])=[O:10].[NH2:16][C@H:17]1[CH2:22][CH2:21][C@H:20]([CH2:23][CH2:24][C:25]([OH:27])=[O:26])[CH2:19][CH2:18]1.[OH-].[Na+]. Product: [C:12]([O:11][C:9]([NH:16][C@H:17]1[CH2:18][CH2:19][C@H:20]([CH2:23][CH2:24][C:25]([OH:27])=[O:26])[CH2:21][CH2:22]1)=[O:10])([CH3:13])([CH3:14])[CH3:15]. The catalyst class is: 12. (2) Reactant: Br[C:2]1[C:3](=[O:22])[N:4]([CH3:21])[N:5]=[C:6]([O:8][CH2:9][C@H:10]2[CH2:12][C@@H:11]2[C:13]2[CH:18]=[CH:17][C:16]([O:19][CH3:20])=[CH:15][N:14]=2)[CH:7]=1.[CH2:23]([C:25]1[CH:29]=[C:28]([CH2:30][NH2:31])[N:27]([CH3:32])[N:26]=1)[CH3:24].C1C=CC(P(C2C(C3C(P(C4C=CC=CC=4)C4C=CC=CC=4)=CC=C4C=3C=CC=C4)=C3C(C=CC=C3)=CC=2)C2C=CC=CC=2)=CC=1.CC([O-])(C)C.[Na+]. Product: [CH2:23]([C:25]1[CH:29]=[C:28]([CH2:30][NH:31][C:2]2[C:3](=[O:22])[N:4]([CH3:21])[N:5]=[C:6]([O:8][CH2:9][C@H:10]3[CH2:12][C@@H:11]3[C:13]3[CH:18]=[CH:17][C:16]([O:19][CH3:20])=[CH:15][N:14]=3)[CH:7]=2)[N:27]([CH3:32])[N:26]=1)[CH3:24]. The catalyst class is: 491. (3) The catalyst class is: 3. Product: [Br:1][C:2]1[CH:29]=[CH:28][C:5]2[C:6]3[N:7]([CH:11]=[C:12]([C:14]4[N:34]([CH:31]([CH3:33])[CH3:32])[N:35]=[C:17]([NH2:18])[N:16]=4)[N:13]=3)[CH2:8][CH2:9][O:10][C:4]=2[CH:3]=1. Reactant: [Br:1][C:2]1[CH:29]=[CH:28][C:5]2[C:6]3[N:7]([CH:11]=[C:12]([C:14]([N:16]=[C:17](SC)[NH:18]C(OC(C)(C)C)=O)=O)[N:13]=3)[CH2:8][CH2:9][O:10][C:4]=2[CH:3]=1.Cl.[CH:31]([NH:34][NH2:35])([CH3:33])[CH3:32].CCN(C(C)C)C(C)C. (4) Reactant: CO[CH:3](OC)[C:4](=[N:7][OH:8])[C:5]#[N:6].[OH:11][CH2:12][CH2:13][NH:14][NH2:15].[ClH:16]. Product: [ClH:16].[NH2:6][C:5]1[N:14]([CH2:13][CH2:12][OH:11])[N:15]=[CH:3][C:4]=1[N:7]=[O:8]. The catalyst class is: 32. (5) Reactant: [NH2:1][C:2]1[N:7]=[C:6]([CH3:8])[C:5]([CH2:9][C:10]2[CH:32]=[CH:31][C:13]([O:14][CH2:15][CH2:16][O:17][CH2:18][CH2:19][C:20]([P:23](=[O:30])([O:27]CC)[O:24]CC)([F:22])[F:21])=[CH:12][C:11]=2[O:33][CH3:34])=[C:4]([NH:35][CH2:36][CH2:37][CH2:38][CH2:39][CH3:40])[N:3]=1.C[Si](Br)(C)C. Product: [NH2:1][C:2]1[N:7]=[C:6]([CH3:8])[C:5]([CH2:9][C:10]2[CH:32]=[CH:31][C:13]([O:14][CH2:15][CH2:16][O:17][CH2:18][CH2:19][C:20]([P:23](=[O:24])([OH:27])[OH:30])([F:22])[F:21])=[CH:12][C:11]=2[O:33][CH3:34])=[C:4]([NH:35][CH2:36][CH2:37][CH2:38][CH2:39][CH3:40])[N:3]=1. The catalyst class is: 2.